This data is from Forward reaction prediction with 1.9M reactions from USPTO patents (1976-2016). The task is: Predict the product of the given reaction. Given the reactants [CH2:1]([O:8][C:9]1[CH:10]=[C:11]2[C:16](=[CH:17][CH:18]=1)[CH2:15][CH:14]([C:19]([C:21]1[O:22][C:23]([C:26]3[N:31]=[C:30]([C:32]([O:34]C)=[O:33])[CH:29]=[CH:28][CH:27]=3)=[CH:24][N:25]=1)=[O:20])[CH2:13][CH2:12]2)[C:2]1[CH:7]=[CH:6][CH:5]=[CH:4][CH:3]=1, predict the reaction product. The product is: [CH2:1]([O:8][C:9]1[CH:10]=[C:11]2[C:16](=[CH:17][CH:18]=1)[CH2:15][CH:14]([C:19]([C:21]1[O:22][C:23]([C:26]3[N:31]=[C:30]([C:32]([OH:34])=[O:33])[CH:29]=[CH:28][CH:27]=3)=[CH:24][N:25]=1)=[O:20])[CH2:13][CH2:12]2)[C:2]1[CH:3]=[CH:4][CH:5]=[CH:6][CH:7]=1.